This data is from Forward reaction prediction with 1.9M reactions from USPTO patents (1976-2016). The task is: Predict the product of the given reaction. (1) Given the reactants [Cl:1][C:2]1[CH:3]=[C:4]([C:9]2([C:28]([F:31])([F:30])[F:29])[O:13][N:12]=[C:11]([C:14]3[CH:15]=[C:16]([NH:20][C:21](=[O:27])[O:22][C:23]([CH3:26])([CH3:25])[CH3:24])[CH:17]=[CH:18][CH:19]=3)[CH2:10]2)[CH:5]=[C:6]([Cl:8])[CH:7]=1.[OH-].[Na+].O.[NH3:35].[Cl-].[NH4+].Cl[O-].[Na+], predict the reaction product. The product is: [Cl:1][C:2]1[CH:3]=[C:4]([C:9]2([C:28]([F:29])([F:31])[F:30])[O:13][N:12]=[C:11]([C:14]3[CH:15]=[C:16]([N:20]([NH2:35])[C:21]([O:22][C:23]([CH3:24])([CH3:25])[CH3:26])=[O:27])[CH:17]=[CH:18][CH:19]=3)[CH2:10]2)[CH:5]=[C:6]([Cl:8])[CH:7]=1. (2) The product is: [Cl:1][C:2]1[CH:15]=[CH:14][C:5]([O:6][C:7]2[C:11]([CH3:12])=[N:17][NH:18][C:8]=2[CH3:9])=[CH:4][CH:3]=1. Given the reactants [Cl:1][C:2]1[CH:15]=[CH:14][C:5]([O:6][CH:7]([C:11](=O)[CH3:12])[C:8](=O)[CH3:9])=[CH:4][CH:3]=1.O.[NH2:17][NH2:18].C(O)(=O)C, predict the reaction product. (3) Given the reactants [Cl:1][CH2:2][C:3]([N:5]1[CH2:10][CH2:9][CH:8]([N:11]2[C:15](=[O:16])[C:14]([CH3:18])([CH3:17])[C:13]([C:19]3[CH:24]=[CH:23][C:22]([O:25][CH3:26])=[C:21]([O:27][CH3:28])[CH:20]=3)=[N:12]2)[CH2:7][CH2:6]1)=[O:4].Cl.CO[C:32]1C=C(C2C3(CCCC3)C(=O)N(C3CCNCC3)N=2)C=C[C:37]=1OC.ClCC(OC(=O)CCl)=O, predict the reaction product. The product is: [Cl:1][CH2:2][C:3]([N:5]1[CH2:6][CH2:7][CH:8]([N:11]2[N:12]=[C:13]([C:19]3[CH:24]=[CH:23][C:22]([O:25][CH3:26])=[C:21]([O:27][CH3:28])[CH:20]=3)[C:14]3([CH2:18][CH2:37][CH2:32][CH2:17]3)[C:15]2=[O:16])[CH2:9][CH2:10]1)=[O:4]. (4) Given the reactants Br[C:2]1[C:3](=[O:17])[N:4]([CH3:16])[C:5]([NH:8][C:9]2[CH:14]=[CH:13][C:12]([F:15])=[CH:11][CH:10]=2)=[N:6][CH:7]=1.[CH2:18]([O:25][C:26]1[CH:31]=[CH:30][C:29](B(O)O)=[CH:28][C:27]=1[F:35])[C:19]1[CH:24]=[CH:23][CH:22]=[CH:21][CH:20]=1.[Cl-].[Li+], predict the reaction product. The product is: [CH2:18]([O:25][C:26]1[CH:31]=[CH:30][C:29]([C:2]2[C:3](=[O:17])[N:4]([CH3:16])[C:5]([NH:8][C:9]3[CH:14]=[CH:13][C:12]([F:15])=[CH:11][CH:10]=3)=[N:6][CH:7]=2)=[CH:28][C:27]=1[F:35])[C:19]1[CH:20]=[CH:21][CH:22]=[CH:23][CH:24]=1.